Task: Predict the reactants needed to synthesize the given product.. Dataset: Full USPTO retrosynthesis dataset with 1.9M reactions from patents (1976-2016) (1) Given the product [Br:1][C:2]1[S:6][C:5]2[C:7](=[O:8])[NH:9][C:15]([CH3:16])([CH2:14][C:13]([F:19])([F:18])[F:12])[N:10]([CH3:11])[C:4]=2[CH:3]=1, predict the reactants needed to synthesize it. The reactants are: [Br:1][C:2]1[S:6][C:5]([C:7]([NH2:9])=[O:8])=[C:4]([NH:10][CH3:11])[CH:3]=1.[F:12][C:13]([F:19])([F:18])[CH2:14][C:15](=O)[CH3:16].CC1(C)C2(CS(O)(=O)=O)C(CC1CC2)=O.[O-]S([O-])(=O)=O.[Mg+2].C([O-])(O)=O.[Na+]. (2) Given the product [Br:1][C:2]1[CH:3]=[C:4]2[C:9](=[CH:10][C:11]=1[O:12][CH3:13])[C:8]([CH3:15])=[N:7][CH:6]=[CH:5]2, predict the reactants needed to synthesize it. The reactants are: [Br:1][C:2]1[CH:3]=[C:4]2[C:9](=[CH:10][C:11]=1[O:12][CH3:13])[CH:8]=[N+:7]([O-])[CH:6]=[CH:5]2.[CH2:15]1COCC1.